Dataset: Full USPTO retrosynthesis dataset with 1.9M reactions from patents (1976-2016). Task: Predict the reactants needed to synthesize the given product. (1) Given the product [F:1][C:2]1[CH:3]=[C:4]([CH:29]=[C:30]([N:32]2[CH2:37][CH2:36][CH2:35][CH2:34][CH2:33]2)[CH:31]=1)[C:5]([NH:7][C:8]1[C:17]2[C:12](=[CH:13][CH:14]=[CH:15][CH:16]=2)[C:11]([O:18][C:19]2[CH:24]=[CH:23][N:22]=[C:21]([NH:44][CH2:43][CH:39]3[CH2:40][CH2:41][CH2:42][O:38]3)[N:20]=2)=[CH:10][CH:9]=1)=[O:6], predict the reactants needed to synthesize it. The reactants are: [F:1][C:2]1[CH:3]=[C:4]([CH:29]=[C:30]([N:32]2[CH2:37][CH2:36][CH2:35][CH2:34][CH2:33]2)[CH:31]=1)[C:5]([NH:7][C:8]1[C:17]2[C:12](=[CH:13][CH:14]=[CH:15][CH:16]=2)[C:11]([O:18][C:19]2[CH:24]=[CH:23][N:22]=[C:21](S(C)(=O)=O)[N:20]=2)=[CH:10][CH:9]=1)=[O:6].[O:38]1[CH2:42][CH2:41][CH2:40][CH:39]1[CH2:43][NH2:44]. (2) Given the product [Br:4][C:5]1[CH:6]=[CH:7][C:8]([O:13][C@H:14]2[CH2:19][CH2:18][N:17]([CH:1]=[O:3])[CH2:16][C:15]2([F:21])[F:20])=[C:9]([CH:12]=1)[C:10]#[N:11], predict the reactants needed to synthesize it. The reactants are: [CH:1]([OH:3])=O.[Br:4][C:5]1[CH:6]=[CH:7][C:8]([O:13][C@H:14]2[CH2:19][CH2:18][NH:17][CH2:16][C:15]2([F:21])[F:20])=[C:9]([CH:12]=1)[C:10]#[N:11].C(N(CC)C(C)C)(C)C.CN(C(ON1N=NC2C=CC=NC1=2)=[N+](C)C)C.F[P-](F)(F)(F)(F)F. (3) The reactants are: [Cl:1][C:2]1[CH:3]=[CH:4][C:5]2[N:11]([CH2:12][C:13]3[CH:18]=[CH:17][C:16]([O:19][CH3:20])=[CH:15][C:14]=3[O:21][CH3:22])[C:10](=O)[C@@H:9]([CH2:24][C:25]([O:27][CH2:28][CH3:29])=[O:26])[O:8][C@H:7]([C:30]3[CH:35]=[CH:34][CH:33]=[C:32]([O:36][CH3:37])[C:31]=3[Cl:38])[C:6]=2[CH:39]=1.COC1C=CC(P2(SP(C3C=CC(OC)=CC=3)(=S)S2)=[S:49])=CC=1. Given the product [Cl:1][C:2]1[CH:3]=[CH:4][C:5]2[N:11]([CH2:12][C:13]3[CH:18]=[CH:17][C:16]([O:19][CH3:20])=[CH:15][C:14]=3[O:21][CH3:22])[C:10](=[S:49])[C@@H:9]([CH2:24][C:25]([O:27][CH2:28][CH3:29])=[O:26])[O:8][C@H:7]([C:30]3[CH:35]=[CH:34][CH:33]=[C:32]([O:36][CH3:37])[C:31]=3[Cl:38])[C:6]=2[CH:39]=1, predict the reactants needed to synthesize it.